From a dataset of Forward reaction prediction with 1.9M reactions from USPTO patents (1976-2016). Predict the product of the given reaction. (1) Given the reactants [Cl:1][C:2]1[CH:3]=[C:4]([CH:22]=[CH:23][C:24]=1[Cl:25])[O:5][CH:6]1[CH2:11][CH2:10][N:9]([C:12]([CH:14]([NH:18]C(=O)C)[CH:15]([CH3:17])[CH3:16])=[O:13])[CH2:8][CH2:7]1.FC(F)(F)C(O)=O, predict the reaction product. The product is: [NH2:18][CH:14]([CH:15]([CH3:17])[CH3:16])[C:12]([N:9]1[CH2:10][CH2:11][CH:6]([O:5][C:4]2[CH:22]=[CH:23][C:24]([Cl:25])=[C:2]([Cl:1])[CH:3]=2)[CH2:7][CH2:8]1)=[O:13]. (2) Given the reactants Cl[C:2]1[N:11]=[CH:10][C:9]2[N:8]([CH3:12])[C:7](=[O:13])[C@@H:6]([CH2:14][CH3:15])[N:5]([CH:16]3[CH2:20][CH2:19][CH2:18][CH2:17]3)[C:4]=2[N:3]=1.Cl.[NH2:22][C:23]1[CH:28]=[CH:27][N:26]=[CH:25][CH:24]=1, predict the reaction product. The product is: [CH:16]1([N:5]2[C:4]3[N:3]=[C:2]([N:26]4[CH:27]=[CH:28][C:23](=[NH:22])[CH:24]=[CH:25]4)[N:11]=[CH:10][C:9]=3[N:8]([CH3:12])[C:7](=[O:13])[C@H:6]2[CH2:14][CH3:15])[CH2:20][CH2:19][CH2:18][CH2:17]1. (3) Given the reactants Cl.[F:2][C:3]1([F:9])[CH2:8][CH2:7][NH:6][CH2:5][CH2:4]1.C(N(CC)CC)C.C1N=C[N:19]([C:22](N2C=NC=C2)=[S:23])C=1, predict the reaction product. The product is: [F:2][C:3]1([F:9])[CH2:8][CH2:7][N:6]([C:22]([NH2:19])=[S:23])[CH2:5][CH2:4]1. (4) The product is: [F:1][C:2]1[CH:7]=[CH:6][C:5]([O:8][C:9](=[O:24])[N:10]([C@H:12]2[C@H:16]([C:17]3[CH:22]=[CH:21][C:20]([Cl:23])=[CH:19][CH:18]=3)[CH2:15][N:14]([C:38]([CH:35]3[CH2:36][CH2:37][N:32]([C:29]4[N:30]=[N:31][C:26]([Cl:25])=[CH:27][CH:28]=4)[CH2:33][CH2:34]3)=[O:39])[CH2:13]2)[CH3:11])=[CH:4][CH:3]=1. Given the reactants [F:1][C:2]1[CH:7]=[CH:6][C:5]([O:8][C:9](=[O:24])[N:10]([C@H:12]2[C@H:16]([C:17]3[CH:22]=[CH:21][C:20]([Cl:23])=[CH:19][CH:18]=3)[CH2:15][NH:14][CH2:13]2)[CH3:11])=[CH:4][CH:3]=1.[Cl:25][C:26]1[N:31]=[N:30][C:29]([N:32]2[CH2:37][CH2:36][CH:35]([C:38](O)=[O:39])[CH2:34][CH2:33]2)=[CH:28][CH:27]=1, predict the reaction product. (5) Given the reactants [Cl:1][C:2]1[CH:3]=[CH:4][C:5]([NH:8][C:9]([C:11]2[O:12][C:13]3[CH:29]=[CH:28][CH:27]=[CH:26][C:14]=3[C:15]=2[NH:16][C:17](=[O:25])[CH2:18][CH2:19][CH2:20][C:21]([O:23]C)=[O:22])=[O:10])=[N:6][CH:7]=1.[OH-].[Na+], predict the reaction product. The product is: [Cl:1][C:2]1[CH:3]=[CH:4][C:5]([NH:8][C:9]([C:11]2[O:12][C:13]3[CH:29]=[CH:28][CH:27]=[CH:26][C:14]=3[C:15]=2[NH:16][C:17](=[O:25])[CH2:18][CH2:19][CH2:20][C:21]([OH:23])=[O:22])=[O:10])=[N:6][CH:7]=1. (6) Given the reactants [C:1]([O:5][C:6](=[O:17])[CH2:7][O:8][C:9]1[C:14](Br)=[CH:13][C:12]([Cl:16])=[CH:11][N:10]=1)([CH3:4])([CH3:3])[CH3:2].[C:18]([C:20]1[CH:25]=[CH:24][CH:23]=[C:22]([S:26]([CH2:29][CH2:30][CH3:31])(=[O:28])=[O:27])[CH:21]=1)#[CH:19].C1(P(C2C=CC=CC=2)C2C=CC=CC=2)C=CC=CC=1, predict the reaction product. The product is: [C:1]([O:5][C:6](=[O:17])[CH2:7][O:8][C:9]1[C:14]([C:19]#[C:18][C:20]2[CH:25]=[CH:24][CH:23]=[C:22]([S:26]([CH2:29][CH2:30][CH3:31])(=[O:28])=[O:27])[CH:21]=2)=[CH:13][C:12]([Cl:16])=[CH:11][N:10]=1)([CH3:4])([CH3:3])[CH3:2].